From a dataset of Full USPTO retrosynthesis dataset with 1.9M reactions from patents (1976-2016). Predict the reactants needed to synthesize the given product. (1) The reactants are: [Br:1][C:2]1[CH:7]=[CH:6][C:5]([NH2:8])=[CH:4][C:3]=1[O:9][C:10]([F:13])([F:12])[F:11].[Cl:14]N1C(=O)CCC1=O. Given the product [Br:1][C:2]1[C:3]([O:9][C:10]([F:12])([F:11])[F:13])=[CH:4][C:5]([NH2:8])=[C:6]([Cl:14])[CH:7]=1, predict the reactants needed to synthesize it. (2) Given the product [C:17]([O:16][CH2:15][CH3:14])(=[O:8])[CH:18]([CH3:19])[OH:20].[C:7]([O:9][CH2:38][CH:37]([CH2:31][CH3:41])[CH2:35][CH2:36][CH2:32][CH3:33])(=[O:8])[CH3:4], predict the reactants needed to synthesize it. The reactants are: [CH:4]1([C:7]([OH:9])=[O:8])CC[CH:4]([C:7]([OH:9])=[O:8])CC1.C[CH:14](N)[CH2:15][O:16][CH2:17][CH:18]([O:20]CC(OCC(N)C)C)[CH3:19].C[C:31]1([CH3:41])[C:37](NC)([CH3:38])[CH:35]2[CH2:36][CH:32]1[CH2:33]C2.[PH2](O)=O.